The task is: Regression. Given a peptide amino acid sequence and an MHC pseudo amino acid sequence, predict their binding affinity value. This is MHC class II binding data.. This data is from Peptide-MHC class II binding affinity with 134,281 pairs from IEDB. The peptide sequence is LRNVACQEAVKLKLI. The MHC is DRB4_0101 with pseudo-sequence DRB4_0103. The binding affinity (normalized) is 0.682.